Dataset: Full USPTO retrosynthesis dataset with 1.9M reactions from patents (1976-2016). Task: Predict the reactants needed to synthesize the given product. (1) Given the product [C:12](/[CH:13]=[CH:14]/[C:2]1[C:3]([C:8]([O:10][CH3:11])=[O:9])=[N:4][CH:5]=[CH:6][CH:7]=1)#[N:15], predict the reactants needed to synthesize it. The reactants are: Br[C:2]1[C:3]([C:8]([O:10][CH3:11])=[O:9])=[N:4][CH:5]=[CH:6][CH:7]=1.[C:12](#[N:15])[CH:13]=[CH2:14].C1(CNCC2CCCCC2)CCCCC1.C(P(C(C)(C)C)C(C)(C)C)(C)(C)C. (2) The reactants are: [NH3:1].[CH3:2][N:3]([CH3:10])[CH2:4][CH2:5][S:6](Cl)(=[O:8])=[O:7]. Given the product [CH3:2][N:3]([CH3:10])[CH2:4][CH2:5][S:6]([NH2:1])(=[O:8])=[O:7], predict the reactants needed to synthesize it. (3) Given the product [F:17][C:15]1[CH:16]=[C:11]([CH2:10][C@@H:9]([C:19]2[C:24]([C:25]3[CH:26]=[CH:27][C:28]([F:34])=[C:29]([CH:33]=3)[C:30]([NH2:32])=[O:31])=[CH:23][CH:22]=[CH:21][N:20]=2)[NH:8][C:53](=[O:54])[CH2:52][N:45]2[C:46]3[CH2:47][CH2:48][CH2:49][CH2:50][C:51]=3[C:43]([O:42][CH2:41][C:36]3[N:37]=[CH:38][CH:39]=[CH:40][N:35]=3)=[N:44]2)[CH:12]=[C:13]([F:18])[CH:14]=1, predict the reactants needed to synthesize it. The reactants are: FC(F)(F)C(O)=O.[NH2:8][C@H:9]([C:19]1[C:24]([C:25]2[CH:26]=[CH:27][C:28]([F:34])=[C:29]([CH:33]=2)[C:30]([NH2:32])=[O:31])=[CH:23][CH:22]=[CH:21][N:20]=1)[CH2:10][C:11]1[CH:16]=[C:15]([F:17])[CH:14]=[C:13]([F:18])[CH:12]=1.[N:35]1[CH:40]=[CH:39][CH:38]=[N:37][C:36]=1[CH2:41][O:42][C:43]1[C:51]2[CH2:50][CH2:49][CH2:48][CH2:47][C:46]=2[N:45]([CH2:52][C:53](O)=[O:54])[N:44]=1.N#N.N1C=CC=NC=1COC1C2CCCCC=2N(CC(OC(C)(C)C)=O)N=1. (4) Given the product [C:7]([O:6][CH2:5][CH2:4][CH2:3][CH2:2][N:10]=[N+:11]=[N-:12])(=[O:9])[CH3:8], predict the reactants needed to synthesize it. The reactants are: Cl[CH2:2][CH2:3][CH2:4][CH2:5][O:6][C:7](=[O:9])[CH3:8].[N-:10]=[N+:11]=[N-:12].[Na+]. (5) Given the product [OH:21][C:3]1[C:4]([C:12]([NH:14][CH2:15][C:16]([O:18][CH2:19][CH3:20])=[O:17])=[O:13])=[C:5]2[C:10](=[CH:11][C:2]=1[C:33]1[C:34]3[C:39](=[CH:38][CH:37]=[CH:36][CH:35]=3)[N:31]([S:28]([C:22]3[CH:27]=[CH:26][CH:25]=[CH:24][CH:23]=3)(=[O:30])=[O:29])[CH:32]=1)[N:9]=[CH:8][CH:7]=[N:6]2, predict the reactants needed to synthesize it. The reactants are: Br[C:2]1[CH:11]=[C:10]2[C:5]([N:6]=[CH:7][CH:8]=[N:9]2)=[C:4]([C:12]([NH:14][CH2:15][C:16]([O:18][CH2:19][CH3:20])=[O:17])=[O:13])[C:3]=1[OH:21].[C:22]1([S:28]([N:31]2[C:39]3[C:34](=[CH:35][CH:36]=[CH:37][CH:38]=3)[C:33](B3OC(C)(C)C(C)(C)O3)=[CH:32]2)(=[O:30])=[O:29])[CH:27]=[CH:26][CH:25]=[CH:24][CH:23]=1.C(=O)([O-])[O-].[K+].[K+]. (6) Given the product [C:1]1([C:15]2[S:19][C:18]([S:20]([N:23]3[CH:27]=[CH:26][CH:25]=[CH:24]3)(=[O:21])=[O:22])=[CH:17][CH:16]=2)[C:10]2[C:5](=[CH:6][CH:7]=[CH:8][CH:9]=2)[CH:4]=[CH:3][CH:2]=1, predict the reactants needed to synthesize it. The reactants are: [C:1]1(B(O)O)[C:10]2[C:5](=[CH:6][CH:7]=[CH:8][CH:9]=2)[CH:4]=[CH:3][CH:2]=1.Br[C:15]1[S:19][C:18]([S:20]([N:23]2[CH:27]=[CH:26][CH:25]=[CH:24]2)(=[O:22])=[O:21])=[CH:17][CH:16]=1. (7) Given the product [CH2:18]([N:15]1[CH2:16][CH2:17][N:12]([C:4]2[C:5]3[C:10](=[CH:9][CH:8]=[CH:7][CH:6]=3)[CH:11]=[C:2]([C:11]3[CH:10]=[CH:5][C:4]([N:12]4[CH2:23][CH2:24][CH:25]([OH:20])[CH2:26][CH2:27]4)=[N:3][CH:2]=3)[N:3]=2)[CH2:13][CH2:14]1)[CH3:19], predict the reactants needed to synthesize it. The reactants are: Br[C:2]1[N:3]=[C:4]([N:12]2[CH2:17][CH2:16][N:15]([CH2:18][CH3:19])[CH2:14][CH2:13]2)[C:5]2[C:10]([CH:11]=1)=[CH:9][CH:8]=[CH:7][CH:6]=2.[OH-:20].[Na+].C1(C)[C:23](C)=[CH:24][CH:25]=[CH:26][CH:27]=1. (8) Given the product [CH:28]1([C@:31]([OH:35])([CH3:34])[CH2:32][NH:33][C:3](=[O:12])[C:4]2[CH:9]=[C:8]([C:22]3[CH:23]=[CH:24][C:19]([F:18])=[CH:20][CH:21]=3)[C:7]([O:17][CH2:16][CH:13]3[CH2:15][CH2:14]3)=[N:6][CH:5]=2)[CH2:30][CH2:29]1, predict the reactants needed to synthesize it. The reactants are: CO[C:3](=[O:12])[C:4]1[CH:9]=[C:8](Br)[C:7](Cl)=[N:6][CH:5]=1.[CH:13]1([CH2:16][OH:17])[CH2:15][CH2:14]1.[F:18][C:19]1[CH:24]=[CH:23][C:22](B(O)O)=[CH:21][CH:20]=1.[CH:28]1([C:31]([OH:35])([CH3:34])[CH2:32][NH2:33])[CH2:30][CH2:29]1. (9) Given the product [F:1][C:2]1[CH:9]=[C:8]([F:10])[C:7]([C:11]2[CH:12]=[N:13][CH:14]=[N:15][CH:16]=2)=[CH:6][C:3]=1[CH:4]1[CH2:27][CH:26]([C:25]2[CH:28]=[CH:29][C:30]([O:31][CH3:32])=[C:23]([O:22][CH3:21])[CH:24]=2)[S:19][C:18]([NH2:20])=[N:17]1, predict the reactants needed to synthesize it. The reactants are: [F:1][C:2]1[CH:9]=[C:8]([F:10])[C:7]([C:11]2[CH:12]=[N:13][CH:14]=[N:15][CH:16]=2)=[CH:6][C:3]=1[CH:4]=O.[NH2:17][C:18]([NH2:20])=[S:19].[CH3:21][O:22][C:23]1[CH:24]=[C:25]([CH:28]=[CH:29][C:30]=1[O:31][CH3:32])[CH:26]=[CH2:27].Cl[Si](C)(C)C.